This data is from Full USPTO retrosynthesis dataset with 1.9M reactions from patents (1976-2016). The task is: Predict the reactants needed to synthesize the given product. (1) Given the product [Br:25][C:26]1[CH:27]=[C:28]([N:8]2[CH2:7][CH2:6][C:5]3[C:10](=[CH:11][CH:12]=[C:3]([N:2]([CH3:14])[CH3:1])[CH:4]=3)[C:9]2=[O:13])[CH:29]=[CH:30][CH:31]=1, predict the reactants needed to synthesize it. The reactants are: [CH3:1][N:2]([CH3:14])[C:3]1[CH:4]=[C:5]2[C:10](=[CH:11][CH:12]=1)[C:9](=[O:13])[NH:8][CH2:7][CH2:6]2.C(=O)([O-])[O-].[K+].[K+].CS(C)=O.[Br:25][C:26]1[CH:31]=[CH:30][CH:29]=[C:28](Br)[CH:27]=1. (2) Given the product [F:19][C:2]1([F:1])[O:6][C:5]2[CH:7]=[C:8]([CH3:18])[C:9]([C:11]3[CH:12]=[CH:13][C:14]([NH:15][C:23]([C:22]4[C:21]([F:20])=[CH:29][CH:28]=[CH:27][C:26]=4[F:30])=[O:24])=[CH:16][CH:17]=3)=[CH:10][C:4]=2[O:3]1, predict the reactants needed to synthesize it. The reactants are: [F:1][C:2]1([F:19])[O:6][C:5]2[CH:7]=[C:8]([CH3:18])[C:9]([C:11]3[CH:17]=[CH:16][C:14]([NH2:15])=[CH:13][CH:12]=3)=[CH:10][C:4]=2[O:3]1.[F:20][C:21]1[CH:29]=[CH:28][CH:27]=[C:26]([F:30])[C:22]=1[C:23](Cl)=[O:24].CCN(C(C)C)C(C)C.C([O-])(O)=O.[Na+].C(Cl)Cl. (3) Given the product [N+:21]([C:18]1[CH:19]=[CH:20][C:15]([O:14][C:10]2[C:11]([Br:13])=[CH:12][C:7](/[CH:29]=[CH:28]/[C:27]([O:31][CH2:32][CH3:33])=[O:30])=[CH:8][C:9]=2[Br:24])=[CH:16][CH:17]=1)([O-:23])=[O:22], predict the reactants needed to synthesize it. The reactants are: FC(F)(F)S(O[C:7]1[CH:12]=[C:11]([Br:13])[C:10]([O:14][C:15]2[CH:20]=[CH:19][C:18]([N+:21]([O-:23])=[O:22])=[CH:17][CH:16]=2)=[C:9]([Br:24])[CH:8]=1)(=O)=O.[C:27]([O:31][CH2:32][CH3:33])(=[O:30])[CH:28]=[CH2:29].C(N(C(C)C)C(C)C)C. (4) Given the product [CH3:40][S:37]([C:30]1[CH:31]=[C:32]([CH:35]=[CH:36][C:29]=1[CH:10]1[N:9]([CH3:1])[C:8](=[O:7])[N:13]([C:14]2[CH:19]=[CH:18][CH:17]=[C:16]([C:20]([F:21])([F:22])[F:23])[CH:15]=2)[C:12]2[CH2:24][CH2:25][NH:26][C:27](=[O:28])[C:11]1=2)[C:33]#[N:34])(=[O:38])=[O:39], predict the reactants needed to synthesize it. The reactants are: [C:1](=O)([O-])[O-].[Cs+].[Cs+].[O:7]=[C:8]1[N:13]([C:14]2[CH:19]=[CH:18][CH:17]=[C:16]([C:20]([F:23])([F:22])[F:21])[CH:15]=2)[C:12]2[CH2:24][CH2:25][NH:26][C:27](=[O:28])[C:11]=2[CH:10]([C:29]2[CH:36]=[CH:35][C:32]([C:33]#[N:34])=[CH:31][C:30]=2[S:37]([CH3:40])(=[O:39])=[O:38])[NH:9]1.CN(C)C=O.CI. (5) The reactants are: [Cl-].[NH4+].[C:3]([O:7][C:8](=[O:46])[CH2:9][CH2:10][CH2:11][CH2:12][N:13]1[C:19]2[CH:20]=[CH:21][C:22]([I:24])=[CH:23][C:18]=2[C:17](=[O:25])[N:16]([CH:26]([C:28]2[CH:33]=[CH:32][C:31]([Cl:34])=[CH:30][C:29]=2[N+:35]([O-])=O)[CH3:27])[CH:15]([C:38]2[CH:43]=[CH:42][C:41]([Cl:44])=[CH:40][CH:39]=2)[C:14]1=[O:45])([CH3:6])([CH3:5])[CH3:4]. Given the product [C:3]([O:7][C:8](=[O:46])[CH2:9][CH2:10][CH2:11][CH2:12][N:13]1[C:19]2[CH:20]=[CH:21][C:22]([I:24])=[CH:23][C:18]=2[C:17](=[O:25])[N:16]([CH:26]([C:28]2[CH:33]=[CH:32][C:31]([Cl:34])=[CH:30][C:29]=2[NH2:35])[CH3:27])[CH:15]([C:38]2[CH:39]=[CH:40][C:41]([Cl:44])=[CH:42][CH:43]=2)[C:14]1=[O:45])([CH3:4])([CH3:5])[CH3:6], predict the reactants needed to synthesize it. (6) Given the product [Br:1][C:2]1[C:3]([O:13][CH3:14])=[C:4]([CH:10]([NH2:21])[CH3:11])[CH:5]=[C:6]([Cl:9])[C:7]=1[F:8], predict the reactants needed to synthesize it. The reactants are: [Br:1][C:2]1[C:3]([O:13][CH3:14])=[C:4]([C:10](=O)[CH3:11])[CH:5]=[C:6]([Cl:9])[C:7]=1[F:8].C([O-])(=O)C.[NH4+].C([BH3-])#[N:21].[Na+]. (7) Given the product [Cl:31][C:28]1[CH:27]=[CH:26][C:25]([F:32])=[C:24]2[C:29]=1[CH:30]=[C:21]([C:3]1[C:2]([NH2:1])=[N:7][CH:6]=[C:5]([C:8]3[CH:9]=[N:10][N:11]([CH:13]4[CH2:14][CH2:15][N:16]([CH3:19])[CH2:17][CH2:18]4)[CH:12]=3)[CH:4]=1)[N:22]=[CH:23]2, predict the reactants needed to synthesize it. The reactants are: [NH2:1][C:2]1[N:7]=[CH:6][C:5]([C:8]2[CH:9]=[N:10][N:11]([CH:13]3[CH2:18][CH2:17][N:16]([CH:19]=O)[CH2:15][CH2:14]3)[CH:12]=2)=[CH:4][C:3]=1[C:21]1[N:22]=[CH:23][C:24]2[C:29]([CH:30]=1)=[C:28]([Cl:31])[CH:27]=[CH:26][C:25]=2[F:32].C1COCC1.[H-].[H-].[H-].[H-].[Li+].[Al+3].O.O.O.O.O.O.O.O.O.O.S([O-])([O-])(=O)=O.[Na+].[Na+]. (8) Given the product [NH2:5][C:6]1[CH:7]=[C:8]([C:12]2([OH:48])[CH2:17][CH2:16][NH:15][CH2:14][CH:13]2[C:25]([N:27]([CH:45]2[CH2:46][CH2:47]2)[CH2:28][C:29]2[CH:34]=[C:33]([CH2:35][CH2:36][CH2:37][O:38][CH3:39])[CH:32]=[C:31]([O:40][CH2:41][CH2:42][O:43][CH3:44])[CH:30]=2)=[O:26])[CH:9]=[CH:10][CH:11]=1, predict the reactants needed to synthesize it. The reactants are: C[Si]([N:5]([Si](C)(C)C)[C:6]1[CH:7]=[C:8]([C@@:12]2([OH:48])[CH2:17][CH2:16][N:15](C(OC(C)(C)C)=O)[CH2:14][C@@H:13]2[C:25]([N:27]([CH:45]2[CH2:47][CH2:46]2)[CH2:28][C:29]2[CH:34]=[C:33]([CH2:35][CH2:36][CH2:37][O:38][CH3:39])[CH:32]=[C:31]([O:40][CH2:41][CH2:42][O:43][CH3:44])[CH:30]=2)=[O:26])[CH:9]=[CH:10][CH:11]=1)(C)C.Cl. (9) Given the product [Br:1][C:2]1[CH:11]=[CH:10][C:5]([C:6]([O:8][CH3:9])=[O:7])=[C:4]([CH2:12][Br:13])[CH:3]=1, predict the reactants needed to synthesize it. The reactants are: [Br:1][C:2]1[CH:11]=[CH:10][C:5]([C:6]([O:8][CH3:9])=[O:7])=[C:4]([CH3:12])[CH:3]=1.[Br:13]N1C(=O)CCC1=O.C(OOC(=O)C1C=CC=CC=1)(=O)C1C=CC=CC=1. (10) Given the product [NH2:32][C:33]1[S:37][C:36]([C:38]2[C:43]([F:44])=[CH:42][CH:41]=[CH:40][C:39]=2[F:45])=[N:35][C:34]=1[C:46]([NH:1][C:2]1[CH:3]=[N:4][N:5]([CH:22]2[CH2:23][CH2:24]2)[C:6]=1[N:7]1[CH2:13][CH2:12][C@H:11]([F:14])[C@@H:10]([NH2:15])[CH2:9][CH2:8]1)=[O:47], predict the reactants needed to synthesize it. The reactants are: [NH2:1][C:2]1[CH:3]=[N:4][N:5]([CH:22]2[CH2:24][CH2:23]2)[C:6]=1[N:7]1[CH2:13][CH2:12][CH:11]([F:14])[CH:10]([NH:15]C(=O)C(F)(F)F)[CH2:9][CH2:8]1.C(OC([NH:32][C:33]1[S:37][C:36]([C:38]2[C:43]([F:44])=[CH:42][CH:41]=[CH:40][C:39]=2[F:45])=[N:35][C:34]=1[C:46](O)=[O:47])=O)(C)(C)C.